Regression/Classification. Given a drug SMILES string, predict its toxicity properties. Task type varies by dataset: regression for continuous values (e.g., LD50, hERG inhibition percentage) or binary classification for toxic/non-toxic outcomes (e.g., AMES mutagenicity, cardiotoxicity, hepatotoxicity). Dataset: ames. From a dataset of Ames mutagenicity test results for genotoxicity prediction. (1) The molecule is CCCCCCCCOC(=O)c1ccccc1C(=O)OCCCCCCCC. The result is 0 (non-mutagenic). (2) The result is 0 (non-mutagenic). The compound is CC[C@H](O)CN. (3) The compound is CCOC(=O)C[C@@H](SP(=O)(OC)OC)C(=O)OCC. The result is 0 (non-mutagenic). (4) The molecule is Nc1cc2c3c(cccc3c1)-c1ccccc1-2. The result is 1 (mutagenic). (5) The result is 1 (mutagenic). The drug is Cc1c(NO)cnc2c1nc1c(C)cccn12. (6) The drug is NC(=O)c1ccc(N)cc1. The result is 0 (non-mutagenic). (7) The molecule is CN1CCN(C2=Nc3ccccc3Oc3ccc(Cl)cc32)CC1. The result is 0 (non-mutagenic).